Dataset: Full USPTO retrosynthesis dataset with 1.9M reactions from patents (1976-2016). Task: Predict the reactants needed to synthesize the given product. Given the product [Br:1][C:2]1[CH:3]=[CH:4][CH:5]=[C:6]2[C:11]=1[N:10]=[C:9]([Cl:12])[N:8]([CH2:19][CH2:20][CH2:21][O:22][Si:23]([C:26]([CH3:27])([CH3:29])[CH3:28])([CH3:24])[CH3:25])[C:7]2=[O:13], predict the reactants needed to synthesize it. The reactants are: [Br:1][C:2]1[CH:3]=[CH:4][CH:5]=[C:6]2[C:11]=1[N:10]=[C:9]([Cl:12])[N:8]=[C:7]2[OH:13].[H-].[Na+].[Br-].[Li+].Br[CH2:19][CH2:20][CH2:21][O:22][Si:23]([C:26]([CH3:29])([CH3:28])[CH3:27])([CH3:25])[CH3:24].